This data is from Full USPTO retrosynthesis dataset with 1.9M reactions from patents (1976-2016). The task is: Predict the reactants needed to synthesize the given product. (1) Given the product [CH3:1][O:2][C:3]1[CH:4]=[C:5]([S:11]([N:14]2[CH2:18][CH2:17][CH:16]([N:19]([CH2:33][CH:34]([CH3:36])[CH3:35])[S:20]([C:23]3[CH:28]=[CH:27][C:26]([O:29][CH3:30])=[C:25]([O:31][CH3:32])[CH:24]=3)(=[O:22])=[O:21])[CH2:15]2)(=[O:12])=[O:13])[CH:6]=[CH:7][C:8]=1[O:9][CH3:10], predict the reactants needed to synthesize it. The reactants are: [CH3:1][O:2][C:3]1[CH:4]=[C:5]([S:11]([N:14]2[CH2:18][CH2:17][CH:16]([NH:19][S:20]([C:23]3[CH:28]=[CH:27][C:26]([O:29][CH3:30])=[C:25]([O:31][CH3:32])[CH:24]=3)(=[O:22])=[O:21])[CH2:15]2)(=[O:13])=[O:12])[CH:6]=[CH:7][C:8]=1[O:9][CH3:10].[CH2:33](I)[CH:34]([CH3:36])[CH3:35].C(=O)([O-])[O-].[K+].[K+]. (2) Given the product [F:33][C:29]1[CH:28]=[C:27]([CH:32]=[CH:31][CH:30]=1)[CH2:26][O:25][C:22]1[CH:23]=[CH:24][C:19]([NH:18][C:16]2[N:15]=[CH:14][N:13]=[C:12]3[NH:11][N:10]=[C:9]([O:8][CH2:7][CH2:6][N:40]4[CH2:41][CH2:42][CH:37]([O:36][CH3:35])[CH2:38][CH2:39]4)[C:17]=23)=[CH:20][C:21]=1[CH3:34], predict the reactants needed to synthesize it. The reactants are: CS(O[CH2:6][CH2:7][O:8][C:9]1[C:17]2[C:12](=[N:13][CH:14]=[N:15][C:16]=2[NH:18][C:19]2[CH:24]=[CH:23][C:22]([O:25][CH2:26][C:27]3[CH:32]=[CH:31][CH:30]=[C:29]([F:33])[CH:28]=3)=[C:21]([CH3:34])[CH:20]=2)[NH:11][N:10]=1)(=O)=O.[CH3:35][O:36][CH:37]1[CH2:42][CH2:41][NH:40][CH2:39][CH2:38]1. (3) Given the product [NH2:25][C:23]1[CH:24]=[C:2]([Br:1])[C:3]([O:4][C:5]2[CH:6]=[C:7]3[C:12](=[CH:13][CH:14]=2)[N:11]=[C:10]([CH2:15][NH:16][S:17]([CH3:20])(=[O:18])=[O:19])[CH:9]=[CH:8]3)=[C:21]([Br:28])[CH:22]=1, predict the reactants needed to synthesize it. The reactants are: [Br:1][C:2]1[CH:24]=[C:23]([N+:25]([O-])=O)[CH:22]=[C:21]([Br:28])[C:3]=1[O:4][C:5]1[CH:6]=[C:7]2[C:12](=[CH:13][CH:14]=1)[N:11]=[C:10]([CH2:15][NH:16][S:17]([CH3:20])(=[O:19])=[O:18])[CH:9]=[CH:8]2.O.[Sn](Cl)Cl.C(OCC)(=O)C. (4) The reactants are: [N:1]1[CH:6]=[CH:5][N:4]=[CH:3][C:2]=1[NH2:7].C([Mg]Cl)(C)C.[N:13]1([C:21]([O:23][C:24]([CH3:27])([CH3:26])[CH3:25])=[O:22])[CH2:16][CH2:15][C@H:14]1[C:17](OC)=[O:18]. Given the product [N:1]1[CH:6]=[CH:5][N:4]=[CH:3][C:2]=1[NH:7][C:17]([C@@H:14]1[CH2:15][CH2:16][N:13]1[C:21]([O:23][C:24]([CH3:27])([CH3:26])[CH3:25])=[O:22])=[O:18], predict the reactants needed to synthesize it. (5) The reactants are: [Cl:1][C:2]1[CH:7]=[C:6](Cl)[N:5]2[N:9]=[CH:10][CH:11]=[C:4]2[N:3]=1.[N:12]1([C:18]([O:20][C:21]([CH3:24])([CH3:23])[CH3:22])=[O:19])[CH2:17][CH2:16][NH:15][CH2:14][CH2:13]1. Given the product [Cl:1][C:2]1[CH:7]=[C:6]([N:15]2[CH2:14][CH2:13][N:12]([C:18]([O:20][C:21]([CH3:24])([CH3:23])[CH3:22])=[O:19])[CH2:17][CH2:16]2)[N:5]2[N:9]=[CH:10][CH:11]=[C:4]2[N:3]=1, predict the reactants needed to synthesize it. (6) The reactants are: [CH:1]1([CH2:4][O:5][C:6]2[CH:14]=[CH:13][C:9]([C:10]([OH:12])=O)=[CH:8][C:7]=2[C:15]#[C:16][C:17]2[CH:22]=[CH:21][CH:20]=[CH:19][N:18]=2)[CH2:3][CH2:2]1.[N:23]1[CH:28]=[CH:27][CH:26]=[CH:25][C:24]=1[N:29]1[CH2:34][CH2:33][NH:32][CH2:31][CH2:30]1.C(N(CC)CC)C.C1C=CC2N(O)N=NC=2C=1.C(Cl)CCl. Given the product [CH:1]1([CH2:4][O:5][C:6]2[CH:14]=[CH:13][C:9]([C:10]([N:32]3[CH2:33][CH2:34][N:29]([C:24]4[CH:25]=[CH:26][CH:27]=[CH:28][N:23]=4)[CH2:30][CH2:31]3)=[O:12])=[CH:8][C:7]=2[C:15]#[C:16][C:17]2[CH:22]=[CH:21][CH:20]=[CH:19][N:18]=2)[CH2:2][CH2:3]1, predict the reactants needed to synthesize it.